This data is from Reaction yield outcomes from USPTO patents with 853,638 reactions. The task is: Predict the reaction yield, written as a fraction of the theoretical maximum amount of product (1.0 means a 100% yield; for example, 0.34 means a 34% yield). (1) The reactants are Cl.[F:2][C:3]1[CH:8]=[C:7]([S:9]([CH3:12])(=[O:11])=[O:10])[CH:6]=[C:5]([F:13])[C:4]=1[NH:14][C@H:15]1[CH2:20][CH2:19][CH2:18][N:17]([CH:21]2[CH2:26][CH2:25][NH:24][CH2:23][CH2:22]2)[C:16]1=[O:27].[Cl:28][C:29]1[CH:34]=[N:33][C:32](Cl)=[CH:31][N:30]=1.CCN(C(C)C)C(C)C. The catalyst is CN(C=O)C. The product is [Cl:28][C:29]1[N:30]=[CH:31][C:32]([N:24]2[CH2:23][CH2:22][CH:21]([N:17]3[CH2:18][CH2:19][CH2:20][C@H:15]([NH:14][C:4]4[C:3]([F:2])=[CH:8][C:7]([S:9]([CH3:12])(=[O:11])=[O:10])=[CH:6][C:5]=4[F:13])[C:16]3=[O:27])[CH2:26][CH2:25]2)=[N:33][CH:34]=1. The yield is 0.346. (2) The reactants are [Br:1][C:2]1[CH:3]=[C:4]([S:8](Cl)(=[O:10])=[O:9])[CH:5]=[N:6][CH:7]=1.[NH2:12][C:13]([CH3:18])([CH2:16][OH:17])[CH2:14][OH:15]. No catalyst specified. The product is [OH:15][CH2:14][C:13]([NH:12][S:8]([C:4]1[CH:5]=[N:6][CH:7]=[C:2]([Br:1])[CH:3]=1)(=[O:10])=[O:9])([CH2:16][OH:17])[CH3:18]. The yield is 0.260.